This data is from Reaction yield outcomes from USPTO patents with 853,638 reactions. The task is: Predict the reaction yield, written as a fraction of the theoretical maximum amount of product (1.0 means a 100% yield; for example, 0.34 means a 34% yield). (1) The reactants are [Br:1][C:2]1[CH:7]=[C:6]([F:8])[CH:5]=[CH:4][C:3]=1[CH:9]1[C:14]([C:15]([O:17][CH3:18])=[O:16])=[C:13]([CH2:19]Br)[NH:12][C:11]([C:21]2[S:22][CH:23]=[CH:24][N:25]=2)=[N:10]1.Cl.[NH:27]1[CH2:32][CH2:31][O:30][CH:29]([C:33]([OH:35])=[O:34])[CH2:28]1. No catalyst specified. The product is [Br:1][C:2]1[CH:7]=[C:6]([F:8])[CH:5]=[CH:4][C:3]=1[CH:9]1[N:10]=[C:11]([C:21]2[S:22][CH:23]=[CH:24][N:25]=2)[NH:12][C:13]([CH2:19][N:27]2[CH2:32][CH2:31][O:30][CH:29]([C:33]([OH:35])=[O:34])[CH2:28]2)=[C:14]1[C:15]([O:17][CH3:18])=[O:16]. The yield is 0.400. (2) The reactants are [Cl:1][C:2]1[CH:7]=[CH:6][C:5](B(O)O)=[CH:4][CH:3]=1.I[C:12]1[S:21][C:15]2[C:16](=[O:20])[O:17][CH2:18][CH2:19][C:14]=2[C:13]=1[CH3:22].C1C=CC(P(C2C=CC=CC=2)C2C=CC=CC=2)=CC=1.C([O-])([O-])=O.[Na+].[Na+].Cl.O.C1(C)C=CC(S(O)(=O)=O)=CC=1.C([O-])(O)=O.[Na+]. The catalyst is CC#N.CC([O-])=O.CC([O-])=O.[Pd+2]. The product is [Cl:1][C:2]1[CH:7]=[CH:6][C:5]([C:12]2[S:21][C:15]3[C:16](=[O:20])[O:17][CH2:18][CH2:19][C:14]=3[C:13]=2[CH3:22])=[CH:4][CH:3]=1. The yield is 0.870. (3) The yield is 1.00. The reactants are Br[C:2]1[CH:3]=[C:4]2[C:9](=[CH:10][CH:11]=1)[C:8](=[O:12])[N:7]([CH2:13][CH:14]=[O:15])[CH2:6][CH2:5]2.C([N:19]1[CH2:28][CH2:27][C:26]2[C:21](=CC=C(N3CCCCC3)C=2)[C:20]1=O)C=C. The product is [O:12]=[C:8]1[C:9]2[C:4](=[CH:3][C:2]([N:19]3[CH2:28][CH2:27][CH2:26][CH2:21][CH2:20]3)=[CH:11][CH:10]=2)[CH2:5][CH2:6][N:7]1[CH2:13][CH:14]=[O:15]. No catalyst specified. (4) The reactants are [F:1][C:2]1[CH:7]=[CH:6][C:5]([C:8]2[C:16]3[C:11](=[CH:12][CH:13]=[C:14]([C:17](=[O:19])[CH3:18])[CH:15]=3)[N:10](C3CCCCO3)[N:9]=2)=[CH:4][CH:3]=1.Cl. The catalyst is CO. The product is [F:1][C:2]1[CH:3]=[CH:4][C:5]([C:8]2[C:16]3[C:11](=[CH:12][CH:13]=[C:14]([C:17](=[O:19])[CH3:18])[CH:15]=3)[NH:10][N:9]=2)=[CH:6][CH:7]=1. The yield is 1.00. (5) The reactants are [Br:1][C:2]1[CH:3]=[CH:4][C:5]([Cl:20])=[C:6]([C:8]2[C:17]3[C:12](=[CH:13][CH:14]=[CH:15][CH:16]=3)[CH:11]=[C:10]([CH:18]=[O:19])[N:9]=2)[CH:7]=1.[OH-:21].[Na+]. The catalyst is C(O)C.O.[N+]([O-])([O-])=O.[Ag+]. The product is [Br:1][C:2]1[CH:3]=[CH:4][C:5]([Cl:20])=[C:6]([C:8]2[C:17]3[C:12](=[CH:13][CH:14]=[CH:15][CH:16]=3)[CH:11]=[C:10]([C:18]([OH:21])=[O:19])[N:9]=2)[CH:7]=1. The yield is 0.500. (6) The reactants are [Cl:1][C:2]1[CH:7]=[CH:6][C:5]([CH2:8][C:9]2[C:18]3[C:13](=[CH:14][CH:15]=[CH:16][CH:17]=3)[C:12](=[O:19])[N:11]([CH2:20][C@H:21]3[CH2:25][CH2:24][CH2:23][N:22]3[CH2:26][CH2:27][NH:28][C:29](=[O:35])[CH2:30][CH2:31][CH2:32][O:33][CH3:34])[N:10]=2)=[CH:4][CH:3]=1.Cl. The catalyst is CO. The product is [ClH:1].[Cl:1][C:2]1[CH:7]=[CH:6][C:5]([CH2:8][C:9]2[C:18]3[C:13](=[CH:14][CH:15]=[CH:16][CH:17]=3)[C:12](=[O:19])[N:11]([CH2:20][C@H:21]3[CH2:25][CH2:24][CH2:23][N:22]3[CH2:26][CH2:27][NH:28][C:29](=[O:35])[CH2:30][CH2:31][CH2:32][O:33][CH3:34])[N:10]=2)=[CH:4][CH:3]=1. The yield is 0.990. (7) The product is [C:17]([O:16][C:15](=[O:21])[NH:7][C:8]1[CH:13]=[CH:12][C:11]([NH2:14])=[CH:10][CH:9]=1)([CH3:20])([CH3:19])[CH3:18]. The yield is 0.950. The catalyst is C1COCC1.CN(C=O)C.ClCCl.CC(C)=O. The reactants are C(=O)([O-])[O-].[K+].[K+].[NH2:7][C:8]1[CH:13]=[CH:12][C:11]([NH2:14])=[CH:10][CH:9]=1.[C:15](O[C:15]([O:16][C:17]([CH3:20])([CH3:19])[CH3:18])=[O:21])(=[O:21])[O:16][C:17]([CH3:20])([CH3:19])[CH3:18].O.